Dataset: Catalyst prediction with 721,799 reactions and 888 catalyst types from USPTO. Task: Predict which catalyst facilitates the given reaction. Reactant: C1C=CC(P(C2C(C3C(P(C4C=CC=CC=4)C4C=CC=CC=4)=CC=C4C=3C=CC=C4)=C3C(C=CC=C3)=CC=2)C2C=CC=CC=2)=CC=1.[Cl:47][C:48]1[C:53](I)=[CH:52][CH:51]=[CH:50][N:49]=1.C([O-])([O-])=O.[Cs+].[Cs+].[NH:61]1[CH2:66][CH2:65][O:64][CH2:63][CH2:62]1. Product: [Cl:47][C:48]1[C:53]([N:61]2[CH2:66][CH2:65][O:64][CH2:63][CH2:62]2)=[CH:52][CH:51]=[CH:50][N:49]=1. The catalyst class is: 718.